This data is from Full USPTO retrosynthesis dataset with 1.9M reactions from patents (1976-2016). The task is: Predict the reactants needed to synthesize the given product. Given the product [Br:20][C:21]1[CH:26]=[CH:25][C:24]([C:27]2[N:8]=[N:9][C:10]([C:12]3[C:13]([F:19])=[CH:14][CH:15]=[CH:16][C:17]=3[F:18])=[N:29][CH:28]=2)=[CH:23][CH:22]=1, predict the reactants needed to synthesize it. The reactants are: C(OC([NH:8][NH:9][C:10]([C:12]1[C:17]([F:18])=[CH:16][CH:15]=[CH:14][C:13]=1[F:19])=N)=O)(C)(C)C.[Br:20][C:21]1[CH:26]=[CH:25][C:24]([C:27](=O)[CH:28]=[N:29]O)=[CH:23][CH:22]=1.C([O-])(=O)C.[Na+].O.